This data is from Reaction yield outcomes from USPTO patents with 853,638 reactions. The task is: Predict the reaction yield, written as a fraction of the theoretical maximum amount of product (1.0 means a 100% yield; for example, 0.34 means a 34% yield). (1) The reactants are [CH3:1][O:2][C:3]1[CH:4]=[C:5]([CH:17]=[CH:18][C:19]=1[O:20][CH3:21])[CH2:6][C:7](=[O:16])[C:8]1[CH:13]=[CH:12][C:11]([OH:14])=[C:10]([CH3:15])[CH:9]=1.B(F)(F)F.C[CH2:27][O:28]CC.CS(Cl)(=O)=O. The catalyst is O. The product is [CH3:1][O:2][C:3]1[CH:4]=[C:5]([CH:17]=[CH:18][C:19]=1[O:20][CH3:21])[C:6]1[C:7](=[O:16])[C:8]2[C:9](=[C:10]([CH3:15])[C:11]([OH:14])=[CH:12][CH:13]=2)[O:28][CH:27]=1. The yield is 0.990. (2) The reactants are [OH:1][C:2]1[C:10]([C:11]([F:14])([F:13])[F:12])=[CH:9][CH:8]=[CH:7][C:3]=1[C:4]([OH:6])=O.[CH3:15][Li].C. The catalyst is C1COCC1.CCOCC. The product is [OH:1][C:2]1[C:10]([C:11]([F:14])([F:13])[F:12])=[CH:9][CH:8]=[CH:7][C:3]=1[C:4](=[O:6])[CH3:15]. The yield is 0.990. (3) The reactants are [CH3:1][O:2][C:3]([NH:5][CH2:6][CH2:7][O:8][CH:9]([C:21]1[CH:26]=[C:25]([Cl:27])[CH:24]=[CH:23][C:22]=1[CH3:28])[CH2:10][CH2:11][N:12](C)[C:13](=O)OC(C)(C)C)=[O:4]. The catalyst is C(O)(C(F)(F)F)=O.C(Cl)Cl. The product is [Cl:27][C:25]1[CH:24]=[CH:23][C:22]([CH3:28])=[C:21]([CH:9]([O:8][CH2:7][CH2:6][NH:5][C:3](=[O:4])[O:2][CH3:1])[CH2:10][CH2:11][NH:12][CH3:13])[CH:26]=1. The yield is 1.00. (4) The reactants are [OH:1][C:2]1[CH:9]=[CH:8][C:7]([N+:10]([O-:12])=[O:11])=[CH:6][C:3]=1[CH:4]=O.[NH2:13][CH2:14][CH2:15][NH:16][C:17](=[O:23])[O:18][C:19]([CH3:22])([CH3:21])[CH3:20].[BH4-].[Na+]. The catalyst is CO.C(Cl)Cl. The product is [OH:1][C:2]1[CH:9]=[CH:8][C:7]([N+:10]([O-:12])=[O:11])=[CH:6][C:3]=1[CH2:4][NH:13][CH2:14][CH2:15][NH:16][C:17](=[O:23])[O:18][C:19]([CH3:21])([CH3:20])[CH3:22]. The yield is 0.930. (5) The catalyst is C(OC(=O)C)(=O)C. The reactants are [CH2:1]([O:3][C:4](=[O:14])[C@H:5]([CH:7]([C:11]([OH:13])=O)[C:8]([OH:10])=O)[CH3:6])[CH3:2].[NH2:15][C:16]([NH2:18])=[O:17]. The product is [O:17]=[C:16]1[NH:18][C:8](=[O:10])[CH:7]([C@H:5]([CH3:6])[C:4]([O:3][CH2:1][CH3:2])=[O:14])[C:11](=[O:13])[NH:15]1. The yield is 0.500. (6) The reactants are [C:1](O)(=[O:13])[C@:2]1([CH2:12][CH2:11][C@@H:7]([C:8](O)=[O:9])[C:4]1([CH3:6])[CH3:5])[CH3:3]. The catalyst is C1COCC1.CCOCC. The product is [OH:13][CH2:1][C:2]1([CH3:3])[CH2:12][CH2:11][CH:7]([CH2:8][OH:9])[C:4]1([CH3:6])[CH3:5]. The yield is 0.950. (7) The reactants are [Si]([O:8][CH2:9][C:10]1([NH:15][C:16](=[O:22])[O:17][C:18]([CH3:21])([CH3:20])[CH3:19])[CH2:13][CH:12]([OH:14])[CH2:11]1)(C(C)(C)C)(C)C.[CH3:23]N(C1C2C(N(C)C)=CC=CC=2C=CC=1)C.C[O+](C)C. The catalyst is C(Cl)Cl.[Cl-].[Na+].O. The product is [OH:8][CH2:9][C:10]1([NH:15][C:16](=[O:22])[O:17][C:18]([CH3:21])([CH3:20])[CH3:19])[CH2:13][CH:12]([O:14][CH3:23])[CH2:11]1. The yield is 0.720.